Predict the reaction yield, written as a fraction of the theoretical maximum amount of product (1.0 means a 100% yield; for example, 0.34 means a 34% yield). From a dataset of Reaction yield outcomes from USPTO patents with 853,638 reactions. (1) The reactants are [Br:1][C:2]1[CH:3]=[CH:4][C:5]2[S:9][CH:8]=[CH:7][C:6]=2[CH:10]=1.C([Li])(C)(C)C.[CH3:16][N:17]1[CH2:26][C:25](=[O:27])[C:24]2[C:19](=[CH:20][CH:21]=[CH:22][CH:23]=2)[CH2:18]1. No catalyst specified. The product is [Br:1][C:2]1[CH:3]=[CH:4][C:5]2[S:9][C:8]([C:25]3([OH:27])[C:24]4[C:19](=[CH:20][CH:21]=[CH:22][CH:23]=4)[CH2:18][N:17]([CH3:16])[CH2:26]3)=[CH:7][C:6]=2[CH:10]=1. The yield is 0.0800. (2) The reactants are [CH3:1][O:2][C:3]1[CH:4]=[C:5]2[CH2:14][CH:13]([CH2:15][CH:16]3[CH2:21][CH2:20][N:19]([CH2:22][C:23]4[CH:24]=[CH:25][CH:26]=[CH:27][CH:28]=4)[CH2:18][CH2:17]3)[C:11](=[O:12])[C:6]2=[CH:7][C:8]=1[O:9][CH3:10].C(O)(=O)C.C[Si](C)(C)[Cl:35]. The catalyst is C(OCC)(=O)C. The product is [CH3:1][O:2][C:3]1[CH:4]=[C:5]2[CH2:14][CH:13]([CH2:15][CH:16]3[CH2:17][CH2:18][N:19]([CH2:22][C:23]4[CH:28]=[CH:27][CH:26]=[CH:25][CH:24]=4)[CH2:20][CH2:21]3)[C:11](=[O:12])[C:6]2=[CH:7][C:8]=1[O:9][CH3:10].[ClH:35]. The yield is 1.00. (3) The reactants are [NH2:1][C:2]1[CH:3]=[C:4]([C:9]2[CH:10]=[CH:11][C:12]3[O:18][CH2:17][CH2:16][N:15]([C:19]([O:21][C:22]([CH3:25])([CH3:24])[CH3:23])=[O:20])[CH2:14][C:13]=3[CH:26]=2)[CH:5]=[CH:6][C:7]=1[NH2:8].[CH2:27]([N:29]=[C:30]=S)[CH3:28].O.Cl.CN(C)CCCN=C=NCC. The catalyst is C(OCC)(=O)C. The product is [CH2:27]([NH:29][C:30]1[NH:1][C:2]2[CH:3]=[C:4]([C:9]3[CH:10]=[CH:11][C:12]4[O:18][CH2:17][CH2:16][N:15]([C:19]([O:21][C:22]([CH3:23])([CH3:25])[CH3:24])=[O:20])[CH2:14][C:13]=4[CH:26]=3)[CH:5]=[CH:6][C:7]=2[N:8]=1)[CH3:28]. The yield is 0.390. (4) The reactants are [C-]#N.[Na+].[CH3:4][O:5][C:6]1[CH:11]=[CH:10][C:9]([CH2:12][C:13]#[N:14])=[CH:8][CH:7]=1.[O:15]1[CH2:20][CH2:19][CH2:18][CH2:17][CH:16]1[O:21][C:22]1[CH:29]=[CH:28][C:25]([CH:26]=O)=[CH:24][CH:23]=1.COC(C1C=CC=CC=1)[C:33]#[N:34]. The catalyst is CO.O. The product is [CH3:4][O:5][C:6]1[CH:11]=[CH:10][C:9]([CH:12]([CH:26]([C:25]2[CH:28]=[CH:29][C:22]([O:21][CH:16]3[CH2:17][CH2:18][CH2:19][CH2:20][O:15]3)=[CH:23][CH:24]=2)[C:33]#[N:34])[C:13]#[N:14])=[CH:8][CH:7]=1. The yield is 0.710. (5) The reactants are [C:1]([C:6]1[CH:7]=[C:8]2[C:16](=[CH:17][CH:18]=1)[NH:15][C:14]1[C:13]([O:19][C:20]([O:22][CH2:23][CH3:24])=[O:21])=[C:12]3[NH:25][C:26]4[CH:27]=[CH:28][C:29]([C:32]([O:34][CH2:35][CH3:36])=[O:33])=[CH:30][C:31]=4[C:11]3=[CH:10][C:9]2=1)([O:3][CH2:4][CH3:5])=[O:2].[Li][C:38]([CH3:41])([CH3:40])[CH3:39].CCCCC.BrC1C=C2C(=CC=1)N([C:61]([O:63][C:64]([CH3:67])([CH3:66])[CH3:65])=[O:62])C1C(OC(OCC)=O)=C3N(C(OC(C)(C)C)=O)C4C=CC(Br)=CC=4C3=CC2=1.Cl[C:90]([O:92]CC)=[O:91].[NH4+].[Cl-]. The catalyst is C1COCC1.CCOC(C)=O.CCCCCC. The product is [C:90]([C:30]1[C:29]([C:32]([O:34][CH2:35][CH3:36])=[O:33])=[CH:28][CH:27]=[C:26]2[C:31]=1[C:11]1[C:12](=[N:25]2)[C:13]([O:19][C:20]([O:22][CH2:23][CH3:24])=[O:21])=[C:14]2[N:15]=[C:16]3[C:8]([CH:7]=[C:6]([C:1]([O:3][CH:4]([C:61]([O:63][C:64]([CH3:67])([CH3:66])[CH3:65])=[O:62])[CH3:5])=[O:2])[CH:18]=[CH:17]3)=[C:9]2[CH:10]=1)([O:92][C:38]([CH3:41])([CH3:40])[CH3:39])=[O:91]. The yield is 0.890.